Dataset: Catalyst prediction with 721,799 reactions and 888 catalyst types from USPTO. Task: Predict which catalyst facilitates the given reaction. (1) The catalyst class is: 836. Product: [N+:1]([C:4]1[C:5]2[NH:10][C:17]3[CH2:18][CH2:19][NH:14][CH2:15][C:16]=3[C:6]=2[CH:7]=[CH:8][CH:9]=1)([O-:3])=[O:2]. Reactant: [N+:1]([C:4]1[CH:9]=[CH:8][CH:7]=[CH:6][C:5]=1[NH:10]N)([O-:3])=[O:2].Cl.O.[NH:14]1[CH2:19][CH2:18][C:17](=O)[CH2:16][CH2:15]1. (2) Product: [CH:1]12[CH2:7][CH:4]([CH:5]=[CH:6]1)[CH:3]([C:8]([O:10][CH2:11][CH3:12])=[O:9])[N:2]2[C:21]([O:20][CH2:19][C:16]1[CH:17]=[CH:18][CH:13]=[CH:14][CH:15]=1)=[O:22]. The catalyst class is: 4. Reactant: [CH:1]12[CH2:7][CH:4]([CH:5]=[CH:6]1)[CH:3]([C:8]([O:10][CH2:11][CH3:12])=[O:9])[NH:2]2.[CH:13]1[CH:18]=[CH:17][C:16]([CH2:19][O:20][C:21](Cl)=[O:22])=[CH:15][CH:14]=1. (3) Reactant: [C:1]([O:5][C:6]([C:8]1[C:13]([C:14]2[O:15][CH2:16][CH:17]([C:19]3[CH:24]=[CH:23][CH:22]=[CH:21][CH:20]=3)[N:18]=2)=[N:12][C:11]([C:25]2[CH:30]=[CH:29][C:28]([Cl:31])=[CH:27][CH:26]=2)=[C:10]([C:32]2[CH:37]=[CH:36][C:35]([Cl:38])=[CH:34][CH:33]=2)[N:9]=1)=[O:7])([CH3:4])([CH3:3])[CH3:2].C(C1C(=O)C(Cl)=C(Cl)C(=O)C=1C#N)#N.C(OCC)(=O)C. Product: [C:1]([O:5][C:6]([C:8]1[C:13]([C:14]2[O:15][CH:16]=[C:17]([C:19]3[CH:20]=[CH:21][CH:22]=[CH:23][CH:24]=3)[N:18]=2)=[N:12][C:11]([C:25]2[CH:30]=[CH:29][C:28]([Cl:31])=[CH:27][CH:26]=2)=[C:10]([C:32]2[CH:37]=[CH:36][C:35]([Cl:38])=[CH:34][CH:33]=2)[N:9]=1)=[O:7])([CH3:4])([CH3:2])[CH3:3]. The catalyst class is: 11. (4) Reactant: [Cl:1][C:2]1[CH:3]=[CH:4][C:5]2[N:9]([S:10]([C:13]3[CH:18]=[CH:17][C:16]([O:19][CH3:20])=[CH:15][CH:14]=3)(=[O:12])=[O:11])[C:8](=[O:21])[N:7]([CH2:22][C:23]([O:25]C(C)(C)C)=[O:24])[C:6]=2[CH:30]=1.FC(F)(F)C(O)=O. Product: [Cl:1][C:2]1[CH:3]=[CH:4][C:5]2[N:9]([S:10]([C:13]3[CH:14]=[CH:15][C:16]([O:19][CH3:20])=[CH:17][CH:18]=3)(=[O:12])=[O:11])[C:8](=[O:21])[N:7]([CH2:22][C:23]([OH:25])=[O:24])[C:6]=2[CH:30]=1. The catalyst class is: 4. (5) Reactant: [CH3:1][C:2]1([CH3:36])[C:10]2[C:5](=[N:6][CH:7]=[CH:8][CH:9]=2)[N:4]([C:11]2[CH:16]=[CH:15][C:14]([O:17][C:18]3[N:22](COCC[Si](C)(C)C)[C:21]4[CH:31]=[CH:32][CH:33]=[CH:34][C:20]=4[N:19]=3)=[CH:13][CH:12]=2)[C:3]1=[O:35].[ClH:37]. Product: [ClH:37].[ClH:37].[NH:19]1[C:20]2[CH:34]=[CH:33][CH:32]=[CH:31][C:21]=2[N:22]=[C:18]1[O:17][C:14]1[CH:15]=[CH:16][C:11]([N:4]2[C:5]3=[N:6][CH:7]=[CH:8][CH:9]=[C:10]3[C:2]([CH3:1])([CH3:36])[C:3]2=[O:35])=[CH:12][CH:13]=1. The catalyst class is: 14. (6) Reactant: [C:1]1([C:7]2[N:8]=[C:9]([CH2:18][CH2:19][CH2:20][OH:21])[O:10][C:11]=2[C:12]2[CH:17]=[CH:16][CH:15]=[CH:14][CH:13]=2)[CH:6]=[CH:5][CH:4]=[CH:3][CH:2]=1.[H-].[Na+].Cl[S:25]([N:28]=C=O)(=[O:27])=[O:26].C(O)=O. Product: [S:25](=[O:27])(=[O:26])([O:21][CH2:20][CH2:19][CH2:18][C:9]1[O:10][C:11]([C:12]2[CH:13]=[CH:14][CH:15]=[CH:16][CH:17]=2)=[C:7]([C:1]2[CH:2]=[CH:3][CH:4]=[CH:5][CH:6]=2)[N:8]=1)[NH2:28]. The catalyst class is: 85. (7) Reactant: [NH2:1][C@H:2]([C:6]([OH:8])=[O:7])[C@@H:3]([CH3:5])[OH:4].[C:9]([O-:12])(O)=[O:10].[Na+].[C:14]1([CH2:20][CH2:21][CH2:22][CH2:23][CH2:24]C2C(=O)N(C([O-])=O)C=CC=2)[CH:19]=[CH:18][CH:17]=[CH:16][CH:15]=1. Product: [C:14]1([CH2:20][CH2:21][CH2:22][CH2:23][CH2:24][O:12][C:9]([NH:1][C@@H:2]([C@H:3]([OH:4])[CH3:5])[C:6]([OH:8])=[O:7])=[O:10])[CH:19]=[CH:18][CH:17]=[CH:16][CH:15]=1. The catalyst class is: 90. (8) Reactant: C([NH:5][S:6]([C:9]1[CH:14]=[CH:13][CH:12]=[CH:11][C:10]=1[C:15]1[CH:16]=[C:17]2[C:26](=[CH:27][CH:28]=1)[C:25]1[N:21]([CH:22]=[C:23]([C:29]3[N:33]([CH:34]([CH3:36])[CH3:35])[N:32]=[CH:31][N:30]=3)[N:24]=1)[CH2:20][CH2:19][O:18]2)(=[O:8])=[O:7])(C)(C)C. Product: [CH:34]([N:33]1[C:29]([C:23]2[N:24]=[C:25]3[C:26]4[CH:27]=[CH:28][C:15]([C:10]5[CH:11]=[CH:12][CH:13]=[CH:14][C:9]=5[S:6]([NH2:5])(=[O:7])=[O:8])=[CH:16][C:17]=4[O:18][CH2:19][CH2:20][N:21]3[CH:22]=2)=[N:30][CH:31]=[N:32]1)([CH3:36])[CH3:35]. The catalyst class is: 67.